From a dataset of Full USPTO retrosynthesis dataset with 1.9M reactions from patents (1976-2016). Predict the reactants needed to synthesize the given product. (1) The reactants are: [C:1]1([O:7][CH2:8][CH3:9])[CH:6]=[CH:5][CH:4]=[CH:3][CH:2]=1.[C:10]1(=[O:16])[O:15][C:13](=[O:14])[CH2:12][CH2:11]1.[Cl-].[Al+3].[Cl-].[Cl-].Cl. Given the product [CH2:8]([O:7][C:1]1[CH:6]=[CH:5][C:4]([C:10](=[O:16])[CH2:11][CH2:12][C:13]([OH:15])=[O:14])=[CH:3][CH:2]=1)[CH3:9], predict the reactants needed to synthesize it. (2) The reactants are: [NH2:1][C:2]1[S:3][CH:4]=[C:5]([CH2:7][O:8]/[N:9]=[C:10](/[C:16]2[CH:21]=[CH:20][CH:19]=[CH:18][CH:17]=2)\[C:11](=[NH:15])[N:12]([OH:14])[CH3:13])[N:6]=1.C(N(CC)CC)C.[C:29](Cl)(Cl)=[S:30]. Given the product [NH2:1][C:2]1[S:3][CH:4]=[C:5]([CH2:7][O:8]/[N:9]=[C:10](/[C:16]2[CH:21]=[CH:20][CH:19]=[CH:18][CH:17]=2)\[C:11]2[N:12]([CH3:13])[O:14][C:29](=[S:30])[N:15]=2)[N:6]=1, predict the reactants needed to synthesize it. (3) Given the product [F:1][C:2]1[CH:7]=[CH:6][C:5]([C:8]2[NH:12][C:11]([C@@H:13]3[CH2:17][CH2:16][CH2:15][N:14]3[C:18]([C@:20]34[CH2:64][CH2:63][C@@H:62]([C:65]5([CH3:68])[CH2:67][CH2:66]5)[C@@H:21]3[C@@H:22]3[C@@:35]([CH3:38])([CH2:36][CH2:37]4)[C@@:34]4([CH3:39])[C@@H:25]([C@:26]5([CH3:61])[C@@H:31]([CH2:32][CH2:33]4)[C:30]([CH3:41])([CH3:40])[C@@H:29]([O:70][C:69]([CH:4]4[CH2:3][CH:78]([C:76]([OH:75])=[O:77])[C:5]4([CH3:8])[CH3:6])=[O:71])[CH2:28][CH2:27]5)[CH2:24][CH2:23]3)=[O:19])=[N:10][CH:9]=2)=[CH:4][CH:3]=1, predict the reactants needed to synthesize it. The reactants are: [F:1][C:2]1[CH:7]=[CH:6][C:5]([C:8]2[NH:12][C:11]([C@@H:13]3[CH2:17][CH2:16][CH2:15][N:14]3[C:18]([C@:20]34[CH2:64][CH2:63][C@@H:62]([C:65]5([CH3:68])[CH2:67][CH2:66]5)[C@@H:21]3[C@@H:22]3[C@@:35]([CH3:38])([CH2:36][CH2:37]4)[C@@:34]4([CH3:39])[C@@H:25]([C@@:26]5([CH3:61])[C@H:31]([CH2:32][CH2:33]4)[C:30]([CH3:41])([CH3:40])[C@@H:29](C4(C([O-])=O)CC(C(OCC6C=CC=CC=6)=O)C4(C)C)[CH2:28][CH2:27]5)[CH2:24][CH2:23]3)=[O:19])=[N:10][CH:9]=2)=[CH:4][CH:3]=1.[CH:69]([O-:71])=[O:70].[NH4+].CC[O:75][C:76]([CH3:78])=[O:77].CO. (4) Given the product [Cl:1][C:2]1[C:3]([C:23]2[CH:28]=[C:27]([Cl:29])[CH:26]=[CH:25][C:24]=2[C:30]#[N:31])=[CH:4][C:5](=[O:22])[N:6]([CH:8]([CH2:16][C:17]2[O:21][CH:20]=[N:19][CH:18]=2)[C:9]([OH:11])=[O:10])[CH:7]=1, predict the reactants needed to synthesize it. The reactants are: [Cl:1][C:2]1[C:3]([C:23]2[CH:28]=[C:27]([Cl:29])[CH:26]=[CH:25][C:24]=2[C:30]#[N:31])=[CH:4][C:5](=[O:22])[N:6]([CH:8]([CH2:16][C:17]2[O:21][CH:20]=[N:19][CH:18]=2)[C:9]([O:11]C(C)(C)C)=[O:10])[CH:7]=1.C(O)(C(F)(F)F)=O. (5) Given the product [Br:19][C:16]1[CH:15]=[CH:14][C:13]([C@@H:11]([N:7]2[CH2:6][CH2:5][C@:4]([CH2:1][CH2:2][CH2:3][OH:26])([C:20]3[CH:25]=[CH:24][CH:23]=[CH:22][CH:21]=3)[O:9][C:8]2=[O:10])[CH3:12])=[CH:18][CH:17]=1, predict the reactants needed to synthesize it. The reactants are: [CH2:1]([C@@:4]1([C:20]2[CH:25]=[CH:24][CH:23]=[CH:22][CH:21]=2)[O:9][C:8](=[O:10])[N:7]([C@H:11]([C:13]2[CH:18]=[CH:17][C:16]([Br:19])=[CH:15][CH:14]=2)[CH3:12])[CH2:6][CH2:5]1)[CH:2]=[CH2:3].[O:26]1CCCC1. (6) Given the product [Cl:15][C:16]1[CH:17]=[C:18]([C:2]2[C:11]3[C:6](=[CH:7][C:8]([C:13]#[N:14])=[C:9]([F:12])[CH:10]=3)[N:5]=[CH:4][N:3]=2)[CH:19]=[N:20][C:21]=1[O:22][CH2:23][CH:24]([CH3:26])[CH3:25], predict the reactants needed to synthesize it. The reactants are: Cl[C:2]1[C:11]2[C:6](=[CH:7][C:8]([C:13]#[N:14])=[C:9]([F:12])[CH:10]=2)[N:5]=[CH:4][N:3]=1.[Cl:15][C:16]1[CH:17]=[C:18](C2C3C(=CC(C#N)=C(F)C=3)C=CN=2)[CH:19]=[N:20][C:21]=1[O:22][CH2:23][CH:24]([CH3:26])[CH3:25].C([O-])([O-])=O.[Cs+].[Cs+]. (7) Given the product [CH:38]1([C:41]([CH:43]2[CH2:45][CH2:44]2)([C:35]2[S:34][C:33]([S:32][C:27]3[CH:28]=[C:29]4[C:24](=[CH:25][CH:26]=3)[N:23]3[C:19]([C:13]5[CH:14]=[CH:15][CH:16]=[CH:17][CH:18]=5)=[N:20][N:21]=[C:22]3[CH:31]=[CH:30]4)=[N:37][CH:36]=2)[OH:42])[CH2:40][CH2:39]1, predict the reactants needed to synthesize it. The reactants are: N(C(C)C)C(C)C.C([Li])CCC.[C:13]1([C:19]2[N:23]3[C:24]4[C:29]([CH:30]=[CH:31][C:22]3=[N:21][N:20]=2)=[CH:28][C:27]([S:32][C:33]2[S:34][CH:35]=[CH:36][N:37]=2)=[CH:26][CH:25]=4)[CH:18]=[CH:17][CH:16]=[CH:15][CH:14]=1.[CH:38]1([C:41]([CH:43]2[CH2:45][CH2:44]2)=[O:42])[CH2:40][CH2:39]1.